Dataset: Catalyst prediction with 721,799 reactions and 888 catalyst types from USPTO. Task: Predict which catalyst facilitates the given reaction. (1) Reactant: C(N(CC)CC)C.C1C(=O)N(OC(ON2C(=O)CCC2=O)=O)[C:10](=[O:11])C1.[F:26][C:27]([F:38])([F:37])[O:28][C:29]1[CH:34]=[CH:33][C:32]([CH2:35][OH:36])=[CH:31][CH:30]=1.Cl.[Cl:40][CH2:41][C:42]1([CH2:48][NH:49][C:50]([N:52]2[CH2:57][CH2:56][C:55]3[NH:58][N:59]=[N:60][C:54]=3[CH2:53]2)=[O:51])[CH2:47][CH2:46][NH:45][CH2:44][CH2:43]1. Product: [Cl:40][CH2:41][C:42]1([CH2:48][NH:49][C:50]([N:52]2[CH2:57][CH2:56][C:55]3[NH:58][N:59]=[N:60][C:54]=3[CH2:53]2)=[O:51])[CH2:43][CH2:44][N:45]([C:10]([O:36][CH2:35][C:32]2[CH:31]=[CH:30][C:29]([O:28][C:27]([F:37])([F:38])[F:26])=[CH:34][CH:33]=2)=[O:11])[CH2:46][CH2:47]1. The catalyst class is: 10. (2) Reactant: [CH:1]12[NH:8][CH:5]([CH2:6][CH2:7]1)[CH2:4][CH:3]([O:9][CH2:10][C:11]1[C:12]([C:19]3[CH:24]=[CH:23][CH:22]=[CH:21][C:20]=3[O:25][C:26]([F:29])([F:28])[F:27])=[N:13][O:14][C:15]=1[CH:16]1[CH2:18][CH2:17]1)[CH2:2]2.CC(N(C)C)=O.[F:36][C:37]1[CH:38]=[C:39]([CH:44]=[CH:45][C:46]=1F)[C:40]([O:42][CH3:43])=[O:41].C(=O)([O-])[O-].[Cs+].[Cs+]. Product: [CH:16]1([C:15]2[O:14][N:13]=[C:12]([C:19]3[CH:24]=[CH:23][CH:22]=[CH:21][C:20]=3[O:25][C:26]([F:28])([F:27])[F:29])[C:11]=2[CH2:10][O:9][CH:3]2[CH2:2][CH:1]3[N:8]([C:46]4[CH:45]=[CH:44][C:39]([C:40]([O:42][CH3:43])=[O:41])=[CH:38][C:37]=4[F:36])[CH:5]([CH2:6][CH2:7]3)[CH2:4]2)[CH2:17][CH2:18]1. The catalyst class is: 84. (3) The catalyst class is: 7. Reactant: [CH3:1][O:2][C:3]1[CH:14]=[CH:13][C:6]([CH:7]=[C:8]([C:11]#[N:12])[C:9]#[N:10])=[CH:5][CH:4]=1.C[Si]([C:19]#[N:20])(C)C.[F-].[CH2:22]([N+](CCCC)(CCCC)CCCC)[CH2:23][CH2:24]C.C(Br)C=C.[Cl-].[NH4+]. Product: [CH2:24]([C:8]([CH:7]([C:19]#[N:20])[C:6]1[CH:13]=[CH:14][C:3]([O:2][CH3:1])=[CH:4][CH:5]=1)([C:11]#[N:12])[C:9]#[N:10])[CH:23]=[CH2:22]. (4) Reactant: [C:1]([O:5][C:6]([N:8]1[CH2:13][CH2:12][C:11]([C:21]2[CH:26]=[CH:25][C:24](Br)=[CH:23][CH:22]=2)([C:14]2[CH:19]=[CH:18][C:17]([Cl:20])=[CH:16][CH:15]=2)[CH2:10][CH2:9]1)=[O:7])([CH3:4])([CH3:3])[CH3:2].C([Li])CCC.[C:33](=[O:35])=[O:34]. Product: [C:1]([O:5][C:6]([N:8]1[CH2:13][CH2:12][C:11]([C:21]2[CH:26]=[CH:25][C:24]([C:33]([OH:35])=[O:34])=[CH:23][CH:22]=2)([C:14]2[CH:19]=[CH:18][C:17]([Cl:20])=[CH:16][CH:15]=2)[CH2:10][CH2:9]1)=[O:7])([CH3:4])([CH3:3])[CH3:2]. The catalyst class is: 1. (5) Reactant: [CH3:1][O:2][C:3]1[CH:4]=[C:5]2[C:9](=[CH:10][C:11]=1[C:12]([F:15])([F:14])[F:13])[NH:8][CH:7]=[C:6]2[CH3:16].[H-].[Na+].I[CH3:20]. Product: [CH3:1][O:2][C:3]1[CH:4]=[C:5]2[C:9](=[CH:10][C:11]=1[C:12]([F:15])([F:13])[F:14])[N:8]([CH3:20])[CH:7]=[C:6]2[CH3:16]. The catalyst class is: 3. (6) Reactant: [Li+].[OH-].[CH3:3][C:4]1[O:8][C:7]([C:9]2[CH:14]=[CH:13][C:12]([CH3:15])=[CH:11][CH:10]=2)=[N:6][C:5]=1[CH2:16][CH2:17][O:18][C:19]1[CH:20]=[C:21]2[C:25](=[CH:26][CH:27]=1)[C@H:24]([C@H:28]([CH2:33][CH3:34])[C:29]([O:31]C)=[O:30])[CH2:23][CH2:22]2.CCOC(C)=O.CCCCCC. Product: [CH3:3][C:4]1[O:8][C:7]([C:9]2[CH:10]=[CH:11][C:12]([CH3:15])=[CH:13][CH:14]=2)=[N:6][C:5]=1[CH2:16][CH2:17][O:18][C:19]1[CH:20]=[C:21]2[C:25](=[CH:26][CH:27]=1)[C@H:24]([C@H:28]([CH2:33][CH3:34])[C:29]([OH:31])=[O:30])[CH2:23][CH2:22]2. The catalyst class is: 799.